Dataset: Forward reaction prediction with 1.9M reactions from USPTO patents (1976-2016). Task: Predict the product of the given reaction. Given the reactants CO[C:3](=[O:22])[C:4]([OH:21])=[CH:5][C:6](=[O:20])[N:7]([CH2:10][C:11]1[CH:16]=[CH:15][C:14]([F:17])=[C:13]([C:18]#[N:19])[CH:12]=1)[O:8][CH3:9].C=O.CN.ClC1C=C(C=CC=1Cl)[CH2:31][N:32](C)[C:33](C1CN(C)C(=O)C=1O)=O, predict the reaction product. The product is: [C:18]([C:13]1[CH:12]=[C:11]([CH:16]=[CH:15][C:14]=1[F:17])[CH2:10][N:7]([O:8][CH3:9])[C:6]([C:5]1[CH2:31][N:32]([CH3:33])[C:3](=[O:22])[C:4]=1[OH:21])=[O:20])#[N:19].